This data is from NCI-60 drug combinations with 297,098 pairs across 59 cell lines. The task is: Regression. Given two drug SMILES strings and cell line genomic features, predict the synergy score measuring deviation from expected non-interaction effect. (1) Cell line: SR. Synergy scores: CSS=87.4, Synergy_ZIP=-0.178, Synergy_Bliss=-0.207, Synergy_Loewe=-2.60, Synergy_HSA=-0.952. Drug 1: CCC1(CC2CC(C3=C(CCN(C2)C1)C4=CC=CC=C4N3)(C5=C(C=C6C(=C5)C78CCN9C7C(C=CC9)(C(C(C8N6C)(C(=O)OC)O)OC(=O)C)CC)OC)C(=O)OC)O.OS(=O)(=O)O. Drug 2: CS(=O)(=O)OCCCCOS(=O)(=O)C. (2) Synergy scores: CSS=27.3, Synergy_ZIP=-7.47, Synergy_Bliss=2.11, Synergy_Loewe=0.0522, Synergy_HSA=2.09. Cell line: HS 578T. Drug 2: C1=NC2=C(N1)C(=S)N=C(N2)N. Drug 1: CC1C(C(CC(O1)OC2CC(CC3=C2C(=C4C(=C3O)C(=O)C5=C(C4=O)C(=CC=C5)OC)O)(C(=O)CO)O)N)O.Cl.